Predict the product of the given reaction. From a dataset of Forward reaction prediction with 1.9M reactions from USPTO patents (1976-2016). (1) The product is: [I:3][C:4]1[CH:17]=[C:16]([C:18]([OH:20])=[O:19])[C:15]2[NH:14][C:13]3[C:8](=[CH:9][CH:10]=[CH:11][CH:12]=3)[C:7](=[O:22])[C:6]=2[CH:5]=1. Given the reactants [OH-].[Na+].[I:3][C:4]1[CH:17]=[C:16]([C:18]([O:20]C)=[O:19])[C:15]2[NH:14][C:13]3[C:8](=[CH:9][CH:10]=[CH:11][CH:12]=3)[C:7](=[O:22])[C:6]=2[CH:5]=1, predict the reaction product. (2) Given the reactants [F:1][C:2]1[CH:3]=[C:4]([N+:19]([O-:21])=[O:20])[C:5]([NH:9][C@H:10]([C:12]2C=[CH:16][C:15]([F:18])=[CH:14][N:13]=2)[CH3:11])=[N:6][C:7]=1[F:8].FC1C(F)=CC([N+]([O-])=O)=C(F)[N:24]=1.Cl.FC1C=NC([C@@H](N)C)=NC=1, predict the reaction product. The product is: [F:1][C:2]1[CH:3]=[C:4]([N+:19]([O-:21])=[O:20])[C:5]([NH:9][C@H:10]([C:12]2[N:13]=[CH:14][C:15]([F:18])=[CH:16][N:24]=2)[CH3:11])=[N:6][C:7]=1[F:8]. (3) Given the reactants [F:1][CH2:2][CH2:3][N:4]1[CH2:9][CH2:8][N:7]([C:10]2[CH:17]=[CH:16][C:13]([CH:14]=O)=[C:12]([OH:18])[CH:11]=2)[CH2:6][CH2:5]1.C[O:20][C:21](=O)[CH2:22][C:23]1[N:24]=[C:25]2[CH:30]=[CH:29][C:28]([Cl:31])=[CH:27][N:26]2[CH:32]=1.C(#N)C.N1CCCCC1, predict the reaction product. The product is: [Cl:31][C:28]1[CH:29]=[CH:30][C:25]2[N:26]([CH:32]=[C:23]([C:22]3[C:21](=[O:20])[O:18][C:12]4[C:13]([CH:14]=3)=[CH:16][CH:17]=[C:10]([N:7]3[CH2:8][CH2:9][N:4]([CH2:3][CH2:2][F:1])[CH2:5][CH2:6]3)[CH:11]=4)[N:24]=2)[CH:27]=1.